From a dataset of Forward reaction prediction with 1.9M reactions from USPTO patents (1976-2016). Predict the product of the given reaction. (1) Given the reactants [CH3:1][Sn:2]([CH3:8])([CH3:7])[Sn:2]([CH3:8])([CH3:7])[CH3:1].[CH:9]1([C:12]2[N:23]=[C:15]3[C:16]([O:21][CH3:22])=[CH:17][CH:18]=[C:19](I)[N:14]3[N:13]=2)[CH2:11][CH2:10]1.[F-].[K+], predict the reaction product. The product is: [CH:9]1([C:12]2[N:23]=[C:15]3[C:16]([O:21][CH3:22])=[CH:17][CH:18]=[C:19]([Sn:2]([CH3:8])([CH3:7])[CH3:1])[N:14]3[N:13]=2)[CH2:11][CH2:10]1. (2) Given the reactants [C:1]([C:3]1[CH:8]=[CH:7][CH:6]=[C:5]([F:9])[CH:4]=1)#[CH:2].[Li]CCCC.[C:15]([C:19](OCC)=O)([F:18])([F:17])[F:16].B(F)(F)F.O(CC)CC.[NH2:33][NH2:34], predict the reaction product. The product is: [F:9][C:5]1[CH:4]=[C:3]([C:1]2[NH:34][N:33]=[C:19]([C:15]([F:18])([F:17])[F:16])[CH:2]=2)[CH:8]=[CH:7][CH:6]=1. (3) Given the reactants [C:1]1([C@H:7]([CH3:20])[CH2:8][O:9][S:10]([C:13]2[CH:18]=[CH:17][C:16]([CH3:19])=[CH:15][CH:14]=2)(=[O:12])=[O:11])[CH:6]=[CH:5][CH:4]=[CH:3][CH:2]=1.C1([C@@H](C)CO)C=CC=CC=1, predict the reaction product. The product is: [C:1]1([C@@H:7]([CH3:20])[CH2:8][O:9][S:10]([C:13]2[CH:14]=[CH:15][C:16]([CH3:19])=[CH:17][CH:18]=2)(=[O:12])=[O:11])[CH:2]=[CH:3][CH:4]=[CH:5][CH:6]=1. (4) Given the reactants [CH2:1]([OH:4])[C:2]#[CH:3].[CH2:5]([N:8]([CH2:16][C:17]#[CH:18])[C:9](=[O:15])[O:10][C:11]([CH3:14])([CH3:13])[CH3:12])[C:6]#[CH:7], predict the reaction product. The product is: [OH:4][CH2:1][C:2]1[CH:7]=[C:6]2[C:17](=[CH:18][CH:3]=1)[CH2:16][N:8]([C:9]([O:10][C:11]([CH3:14])([CH3:13])[CH3:12])=[O:15])[CH2:5]2.